This data is from Reaction yield outcomes from USPTO patents with 853,638 reactions. The task is: Predict the reaction yield, written as a fraction of the theoretical maximum amount of product (1.0 means a 100% yield; for example, 0.34 means a 34% yield). The reactants are [NH2:1][C:2]1[CH:7]=[C:6]([O:8][C:9]2[CH:14]=[CH:13][C:12]([NH:15][C:16]([NH:18][C:19](=[O:27])[CH2:20][C:21]3[CH:26]=[CH:25][CH:24]=[CH:23][CH:22]=3)=[S:17])=[CH:11][C:10]=2[F:28])[CH:5]=[CH:4][N:3]=1.CN1CC[O:33][CH2:32]C1.ClC(OC1C=CC=CC=1)=O.[N:46]1([CH:51]2[CH2:56][CH2:55][NH:54][CH2:53][CH2:52]2)[CH2:50][CH2:49][CH2:48][CH2:47]1. The catalyst is O1CCCC1.CN(C)C=O. The product is [F:28][C:10]1[CH:11]=[C:12]([NH:15][C:16]([NH:18][C:19](=[O:27])[CH2:20][C:21]2[CH:22]=[CH:23][CH:24]=[CH:25][CH:26]=2)=[S:17])[CH:13]=[CH:14][C:9]=1[O:8][C:6]1[CH:5]=[CH:4][N:3]=[C:2]([NH:1][C:32]([N:54]2[CH2:55][CH2:56][CH:51]([N:46]3[CH2:50][CH2:49][CH2:48][CH2:47]3)[CH2:52][CH2:53]2)=[O:33])[CH:7]=1. The yield is 0.480.